Dataset: Peptide-MHC class II binding affinity with 134,281 pairs from IEDB. Task: Regression. Given a peptide amino acid sequence and an MHC pseudo amino acid sequence, predict their binding affinity value. This is MHC class II binding data. The peptide sequence is FEDLVWKRFEHLCDK. The MHC is DRB1_0101 with pseudo-sequence DRB1_0101. The binding affinity (normalized) is 0.284.